From a dataset of Catalyst prediction with 721,799 reactions and 888 catalyst types from USPTO. Predict which catalyst facilitates the given reaction. (1) Reactant: Cl.[C:2]([O:6][C:7](=[O:11])[C@H:8]([CH3:10])[NH2:9])([CH3:5])([CH3:4])[CH3:3].C(N(C(C)C)CC)(C)C.[CH:21](OCC)=[O:22]. Product: [C:2]([O:6][C:7](=[O:11])[C@@H:8]([NH:9][CH:21]=[O:22])[CH3:10])([CH3:5])([CH3:4])[CH3:3]. The catalyst class is: 2. (2) Reactant: [CH2:1]([N+:3]([CH3:11])([CH3:10])[CH2:4][CH2:5][CH2:6][C:7]([O-:9])=[O:8])[CH3:2].[C:12]([OH:19])(=[O:18])[CH2:13][CH2:14][C:15]([OH:17])=[O:16]. Product: [C:15]([CH2:14][CH2:13][C:12]([O-:19])=[O:18])([OH:17])=[O:16].[C:7]([CH2:6][CH2:5][CH2:4][N+:3]([CH2:1][CH3:2])([CH3:10])[CH3:11])([OH:9])=[O:8]. The catalyst class is: 6. (3) Reactant: [CH:1]([C:4]1[CH:9]=[CH:8][N:7]=[CH:6][CH:5]=1)([CH3:3])[CH3:2].[Br:10][CH2:11][C:12]([C:14]1[CH:19]=[CH:18][C:17]([Cl:20])=[CH:16][CH:15]=1)=[O:13]. Product: [Br-:10].[Cl:20][C:17]1[CH:18]=[CH:19][C:14]([C:12](=[O:13])[CH2:11][N+:7]2[CH:8]=[CH:9][C:4]([CH:1]([CH3:3])[CH3:2])=[CH:5][CH:6]=2)=[CH:15][CH:16]=1. The catalyst class is: 10. (4) Reactant: [F:1][C:2]([F:9])([S:5]([O-:8])(=[O:7])=[O:6])[CH2:3][OH:4].[CH2:10]([NH+:12]([CH2:15][CH3:16])[CH2:13][CH3:14])[CH3:11].[C:17](O[C:17](=[O:21])[C:18]([CH3:20])=[CH2:19])(=[O:21])[C:18]([CH3:20])=[CH2:19].C(N(CC)CC)C.C(C1C=C(C)C=C(C(C)(C)C)C=1O)C1C=C(C)C=C(C(C)(C)C)C=1O. Product: [F:1][C:2]([F:9])([S:5]([O-:8])(=[O:7])=[O:6])[CH2:3][O:4][C:17](=[O:21])[C:18]([CH3:20])=[CH2:19].[CH2:10]([NH+:12]([CH2:15][CH3:16])[CH2:13][CH3:14])[CH3:11]. The catalyst class is: 192. (5) Reactant: [F:1][C:2]1[CH:7]=[CH:6][CH:5]=[CH:4][C:3]=1[C:8]1[CH:13]=[CH:12][NH:11][C:10](=[O:14])[N:9]=1.[H-].[Na+].[C:17]([Si:21]([O:24][CH2:25][CH2:26][CH2:27][CH2:28]I)([CH3:23])[CH3:22])([CH3:20])([CH3:19])[CH3:18].O. Product: [C:17]([Si:21]([CH3:22])([CH3:23])[O:24][CH2:25][CH2:26][CH2:27][CH2:28][N:11]1[CH:12]=[CH:13][C:8]([C:3]2[CH:4]=[CH:5][CH:6]=[CH:7][C:2]=2[F:1])=[N:9][C:10]1=[O:14])([CH3:20])([CH3:19])[CH3:18]. The catalyst class is: 3.